From a dataset of Full USPTO retrosynthesis dataset with 1.9M reactions from patents (1976-2016). Predict the reactants needed to synthesize the given product. Given the product [CH:31]([O:30][C:28]([N:23]1[CH2:24][CH2:25][CH:20]([C@@:18]2([CH3:26])[O:17][C:14]3=[CH:15][N:16]=[C:11]([C:8]4[CH:9]=[CH:10][C:5]([S:2]([CH3:1])(=[O:3])=[O:4])=[CH:6][CH:7]=4)[CH:12]=[C:13]3[CH2:19]2)[CH2:21][CH2:22]1)=[O:29])([CH3:33])[CH3:32], predict the reactants needed to synthesize it. The reactants are: [CH3:1][S:2]([C:5]1[CH:10]=[CH:9][C:8]([C:11]2[CH:12]=[C:13]3[CH2:19][C@@:18]([CH3:26])([CH:20]4[CH2:25][CH2:24][NH:23][CH2:22][CH2:21]4)[O:17][C:14]3=[CH:15][N:16]=2)=[CH:7][CH:6]=1)(=[O:4])=[O:3].Cl[C:28]([O:30][CH:31]([CH3:33])[CH3:32])=[O:29].C(N(CC)CC)C.